This data is from Forward reaction prediction with 1.9M reactions from USPTO patents (1976-2016). The task is: Predict the product of the given reaction. (1) Given the reactants Br[C:2]1C(Cl)=NC(Cl)=N[CH:7]=1.[Br:10][C:11]1[C:12]([NH:18][CH:19]([CH:29]([CH3:31])C)[CH2:20][NH:21][C:22](=[O:28])[O:23][C:24]([CH3:27])([CH3:26])[CH3:25])=[N:13][C:14]([Cl:17])=[N:15][CH:16]=1, predict the reaction product. The product is: [Br:10][C:11]1[C:12]([NH:18][C:19]2([CH2:20][NH:21][C:22](=[O:28])[O:23][C:24]([CH3:25])([CH3:26])[CH3:27])[CH2:29][CH2:31][CH2:7][CH2:2]2)=[N:13][C:14]([Cl:17])=[N:15][CH:16]=1. (2) Given the reactants [CH3:1][Si:2]([CH3:30])([CH3:29])[CH2:3][CH2:4][O:5][CH2:6][N:7]1[C:11]2[N:12]=[CH:13][N:14]=[C:15]([N:16]3[CH2:20][CH2:19][C@@H:18]([NH:21][C:22](=O)OC(C)(C)C)[CH2:17]3)[C:10]=2[CH:9]=[CH:8]1.ClC1[CH:39]=[CH:38][C:35]([C:36]#[N:37])=[CH:34][N:33]=1.CCN(C(C)C)C(C)C, predict the reaction product. The product is: [CH3:29][Si:2]([CH3:30])([CH3:1])[CH2:3][CH2:4][O:5][CH2:6][N:7]1[C:11]2[N:12]=[CH:13][N:14]=[C:15]([N:16]3[CH2:20][CH2:19][C@@H:18]([NH:21][C:22]4[CH:39]=[CH:38][C:35]([C:36]#[N:37])=[CH:34][N:33]=4)[CH2:17]3)[C:10]=2[CH:9]=[CH:8]1.